Dataset: Full USPTO retrosynthesis dataset with 1.9M reactions from patents (1976-2016). Task: Predict the reactants needed to synthesize the given product. (1) Given the product [CH3:7][C:2]([N:8]1[CH2:13][CH2:12][CH:11]([CH2:14][C:15]2[N:16]([CH3:40])[C:17]3[C:22]([N:23]=2)=[C:21]([N:24]2[CH2:25][CH2:26][O:27][CH2:28][CH2:29]2)[N:20]=[C:19]([N:30]2[C:34]4[CH:35]=[CH:36][CH:37]=[CH:38][C:33]=4[N:32]=[C:31]2[CH3:39])[N:18]=3)[CH2:10][CH2:9]1)([CH3:1])[CH2:3][OH:4], predict the reactants needed to synthesize it. The reactants are: [CH3:1][C:2]([N:8]1[CH2:13][CH2:12][CH:11]([CH2:14][C:15]2[N:16]([CH3:40])[C:17]3[C:22]([N:23]=2)=[C:21]([N:24]2[CH2:29][CH2:28][O:27][CH2:26][CH2:25]2)[N:20]=[C:19]([N:30]2[C:34]4[CH:35]=[CH:36][CH:37]=[CH:38][C:33]=4[N:32]=[C:31]2[CH3:39])[N:18]=3)[CH2:10][CH2:9]1)([CH3:7])[C:3](OC)=[O:4].[H-].[Al+3].[Li+].[H-].[H-].[H-]. (2) Given the product [CH3:1][C:2]1[C:10]2[C:9]([NH:11][C:12]3[CH:17]=[CH:16][C:15]([N:18]4[CH2:19][CH2:20][O:21][CH2:22][CH2:23]4)=[CH:14][CH:13]=3)=[N:8][C:7]([N:24]3[CH2:25][CH2:26][N:27]([C:45]([C:40]4[CH:41]=[CH:42][CH:43]=[CH:44][N:39]=4)=[O:46])[CH2:28][CH2:29]3)=[N:6][C:5]=2[S:4][C:3]=1[CH3:30], predict the reactants needed to synthesize it. The reactants are: [CH3:1][C:2]1[C:10]2[C:9]([NH:11][C:12]3[CH:17]=[CH:16][C:15]([N:18]4[CH2:23][CH2:22][O:21][CH2:20][CH2:19]4)=[CH:14][CH:13]=3)=[N:8][C:7]([N:24]3[CH2:29][CH2:28][NH:27][CH2:26][CH2:25]3)=[N:6][C:5]=2[S:4][C:3]=1[CH3:30].C(N(CC)CC)C.Cl.[N:39]1[CH:44]=[CH:43][CH:42]=[CH:41][C:40]=1[C:45](Cl)=[O:46].